Dataset: Catalyst prediction with 721,799 reactions and 888 catalyst types from USPTO. Task: Predict which catalyst facilitates the given reaction. (1) Reactant: Br[C:2]1C2C3=C4C(=CC=2)C=CC(Br)=C4C=CC3=C[CH:3]=1.BrC1C2C3=C4C(=CC=2)C(Br)=CC=C4C=CC3=CC=1.C([Li])CCC.[CH:42]([C:44]1[C:57]2[C:58]3=[C:59]4[C:54](=[CH:55][CH:56]=2)[CH:53]=[CH:52][C:51]([CH:60]=[O:61])=[C:50]4C=C[C:47]3=[CH:46][CH:45]=1)=[O:43].C(C1C2C3=C4C(=CC=2)C(C=O)=CC=C4C=CC3=CC=1)=O. Product: [CH:42]([C:44]1[CH:57]=[C:56]2[C:55]3=[C:54]4[C:53](=[CH:52][C:51]([CH:60]=[O:61])=[CH:50][C:59]4=[CH:58][CH:47]=[C:46]3[CH:45]=1)[CH:3]=[CH:2]2)=[O:43]. The catalyst class is: 198. (2) Reactant: [CH2:1]([O:19][CH:20]1[CH:25]([O:26][CH2:27][CH2:28][CH2:29][CH2:30][CH2:31][CH2:32][CH2:33][CH2:34][CH2:35][CH2:36][CH2:37][CH2:38][CH2:39][CH2:40][CH2:41][CH2:42][CH2:43][CH3:44])[CH:24]([O:45][CH2:46][CH2:47][CH2:48][CH2:49][CH2:50][CH2:51][CH2:52][CH2:53][CH2:54][CH2:55][CH2:56][CH2:57][CH2:58][CH2:59][CH2:60][CH2:61][CH2:62][CH3:63])[CH2:23][CH:22]([CH2:64][OH:65])[CH2:21]1)[CH2:2][CH2:3][CH2:4][CH2:5][CH2:6][CH2:7][CH2:8][CH2:9][CH2:10][CH2:11][CH2:12][CH2:13][CH2:14][CH2:15][CH2:16][CH2:17][CH3:18].O[C:67]1[CH:79]=[CH:78][C:77]2[C:76]3[C:71](=[CH:72][CH:73]=[CH:74][CH:75]=3)[C:70](=[O:80])[C:69]=2[CH:68]=1.C1(P(C2C=CC=CC=2)C2C=CC=CC=2)C=CC=CC=1. Product: [CH2:1]([O:19][CH:20]1[CH:25]([O:26][CH2:27][CH2:28][CH2:29][CH2:30][CH2:31][CH2:32][CH2:33][CH2:34][CH2:35][CH2:36][CH2:37][CH2:38][CH2:39][CH2:40][CH2:41][CH2:42][CH2:43][CH3:44])[CH:24]([O:45][CH2:46][CH2:47][CH2:48][CH2:49][CH2:50][CH2:51][CH2:52][CH2:53][CH2:54][CH2:55][CH2:56][CH2:57][CH2:58][CH2:59][CH2:60][CH2:61][CH2:62][CH3:63])[CH2:23][CH:22]([CH2:64][O:65][C:67]2[CH:79]=[CH:78][C:77]3[C:76]4[C:71](=[CH:72][CH:73]=[CH:74][CH:75]=4)[C:70](=[O:80])[C:69]=3[CH:68]=2)[CH2:21]1)[CH2:2][CH2:3][CH2:4][CH2:5][CH2:6][CH2:7][CH2:8][CH2:9][CH2:10][CH2:11][CH2:12][CH2:13][CH2:14][CH2:15][CH2:16][CH2:17][CH3:18]. The catalyst class is: 1.